This data is from Peptide-MHC class I binding affinity with 185,985 pairs from IEDB/IMGT. The task is: Regression. Given a peptide amino acid sequence and an MHC pseudo amino acid sequence, predict their binding affinity value. This is MHC class I binding data. The peptide sequence is PASISSVLTI. The MHC is HLA-A02:02 with pseudo-sequence HLA-A02:02. The binding affinity (normalized) is 0.333.